From a dataset of Forward reaction prediction with 1.9M reactions from USPTO patents (1976-2016). Predict the product of the given reaction. (1) Given the reactants [N:1]1([C:7]2[CH:12]=[CH:11][C:10]([NH:13][C:14]3[N:35]=[C:17]4[CH:18]=[N:19][CH:20]=[C:21]([C:22]5[CH:23]=[N:24][N:25](COCC[Si](C)(C)C)[CH:26]=5)[N:16]4[N:15]=3)=[CH:9][CH:8]=2)[CH2:6][CH2:5][O:4][CH2:3][CH2:2]1, predict the reaction product. The product is: [N:1]1([C:7]2[CH:12]=[CH:11][C:10]([NH:13][C:14]3[N:35]=[C:17]4[CH:18]=[N:19][CH:20]=[C:21]([C:22]5[CH:26]=[N:25][NH:24][CH:23]=5)[N:16]4[N:15]=3)=[CH:9][CH:8]=2)[CH2:6][CH2:5][O:4][CH2:3][CH2:2]1. (2) Given the reactants I(C1C=CC=CC=1C(O)=O)(=O)=O.[NH2:13][C:14]([NH:16][C:17]1[NH:18][C:19]([C:25]2[CH:30]=[CH:29][C:28]([CH2:31][OH:32])=[CH:27][CH:26]=2)=[CH:20][C:21]=1[C:22]([NH2:24])=[O:23])=[O:15].O, predict the reaction product. The product is: [NH2:13][C:14]([NH:16][C:17]1[NH:18][C:19]([C:25]2[CH:30]=[CH:29][C:28]([CH:31]=[O:32])=[CH:27][CH:26]=2)=[CH:20][C:21]=1[C:22]([NH2:24])=[O:23])=[O:15]. (3) Given the reactants C([O:4][N:5]=O)(C)C.[O:7]=[C:8]1[CH2:13][C:12](=[O:14])[CH2:11][CH2:10][NH:9]1.[ClH:15], predict the reaction product. The product is: [ClH:15].[NH:9]1[CH2:10][CH2:11][C:12](=[O:14])/[C:13](=[N:5]/[OH:4])/[C:8]1=[O:7]. (4) Given the reactants C1(C)C=CC(S([N:10]2[CH:14]=[C:13]([C@@H:15]([NH:18]S(C(C)(C)C)=O)[CH2:16][CH3:17])[CH:12]=[N:11]2)(=O)=O)=CC=1.Cl, predict the reaction product. The product is: [NH:10]1[CH:14]=[C:13]([C@@H:15]([NH2:18])[CH2:16][CH3:17])[CH:12]=[N:11]1. (5) Given the reactants [N:1]1(C(OC(C)(C)C)=O)[C:5](=[O:6])[CH2:4][CH2:3][C@H:2]1[C:7]([NH:9][C@H:10]([C:15]([O:17]C(C)(C)C)=[O:16])[CH2:11][CH:12]([CH3:14])[CH3:13])=[O:8].FC(F)(F)C(O)=O, predict the reaction product. The product is: [NH:1]1[C:5](=[O:6])[CH2:4][CH2:3][C@H:2]1[C:7]([NH:9][C@H:10]([C:15]([OH:17])=[O:16])[CH2:11][CH:12]([CH3:14])[CH3:13])=[O:8].